From a dataset of Full USPTO retrosynthesis dataset with 1.9M reactions from patents (1976-2016). Predict the reactants needed to synthesize the given product. Given the product [C:10]([C:14]1[CH:19]=[CH:18][C:17]([CH:20]([F:7])[C:21]2[C:22]([C:37]3[CH:38]=[CH:39][C:40]([F:43])=[CH:41][CH:42]=3)=[C:23]3[C:28](=[CH:29][C:30]=2[CH:31]([CH3:32])[CH3:33])[O:27][C:26]([CH3:35])([CH3:34])[CH2:25][C:24]3=[O:36])=[CH:16][CH:15]=1)([CH3:11])([CH3:12])[CH3:13], predict the reactants needed to synthesize it. The reactants are: C(N(S(F)(F)[F:7])CC)C.[C:10]([C:14]1[CH:19]=[CH:18][C:17]([CH:20](O)[C:21]2[C:22]([C:37]3[CH:42]=[CH:41][C:40]([F:43])=[CH:39][CH:38]=3)=[C:23]3[C:28](=[CH:29][C:30]=2[CH:31]([CH3:33])[CH3:32])[O:27][C:26]([CH3:35])([CH3:34])[CH2:25][C:24]3=[O:36])=[CH:16][CH:15]=1)([CH3:13])([CH3:12])[CH3:11].O.